From a dataset of Catalyst prediction with 721,799 reactions and 888 catalyst types from USPTO. Predict which catalyst facilitates the given reaction. (1) Reactant: [CH3:1][O:2][C:3]1[CH:4]=[CH:5][CH:6]=[C:7]2[C:12]=1[CH2:11][N:10]([CH2:13][CH2:14][NH2:15])[CH2:9][CH2:8]2.[CH:16]([N:29]=[C:30]=[S:31])([C:23]1[CH:28]=[CH:27][CH:26]=[CH:25][CH:24]=1)[C:17]1[CH:22]=[CH:21][CH:20]=[CH:19][CH:18]=1. Product: [CH:16]([NH:29][C:30]([NH:15][CH2:14][CH2:13][N:10]1[CH2:9][CH2:8][C:7]2[C:12](=[C:3]([O:2][CH3:1])[CH:4]=[CH:5][CH:6]=2)[CH2:11]1)=[S:31])([C:23]1[CH:24]=[CH:25][CH:26]=[CH:27][CH:28]=1)[C:17]1[CH:22]=[CH:21][CH:20]=[CH:19][CH:18]=1. The catalyst class is: 2. (2) Reactant: [N+:1](/[CH:4]=[CH:5]/[CH:6]1[CH2:11][CH2:10][CH2:9][CH2:8][CH2:7]1)([O-:3])=[O:2].[CH:12](=[O:15])[CH2:13][CH3:14].CC(O)C. Product: [CH:6]1([C@H:5]([CH2:4][N+:1]([O-:3])=[O:2])[C@H:13]([CH3:14])[CH:12]=[O:15])[CH2:11][CH2:10][CH2:9][CH2:8][CH2:7]1. The catalyst class is: 81. (3) The catalyst class is: 8. Reactant: [CH2:1]([O:3][C:4]([CH:6]1[CH2:10][C:9](=[O:11])[N:8]([C:12]2[CH:17]=[CH:16][C:15]([OH:18])=[CH:14][CH:13]=2)[CH2:7]1)=[O:5])C. Product: [CH3:1][O:3][C:4]([CH:6]1[CH2:10][C:9](=[O:11])[N:8]([C:12]2[CH:13]=[CH:14][C:15]([OH:18])=[CH:16][CH:17]=2)[CH2:7]1)=[O:5]. (4) Product: [Cl:1][C:2]1[N:3]=[CH:4][C:5]([C:8]([NH:16][C@H:14]([CH:11]2[CH2:13][CH2:12]2)[CH3:15])=[O:10])=[N:6][CH:7]=1. The catalyst class is: 2. Reactant: [Cl:1][C:2]1[N:3]=[CH:4][C:5]([C:8]([OH:10])=O)=[N:6][CH:7]=1.[CH:11]1([C@@H:14]([NH2:16])[CH3:15])[CH2:13][CH2:12]1.F[P-](F)(F)(F)(F)F.C[N+](C)=C(N(C)C)ON1C2N=CC=CC=2N=N1.C(N(CC)C(C)C)(C)C. (5) Reactant: [CH3:1][O:2][C:3]([C:5]1[CH:13]=[C:12]2[C:8]([CH:9]=[CH:10][NH:11]2)=[CH:7][CH:6]=1)=[O:4].[H-].[Na+].I[CH3:17]. Product: [CH3:1][O:2][C:3]([C:5]1[CH:13]=[C:12]2[C:8]([CH:9]=[CH:10][N:11]2[CH3:17])=[CH:7][CH:6]=1)=[O:4]. The catalyst class is: 3. (6) Reactant: [CH2:1]([O:3][C:4]([C:6]1[C:7]([C:17]([CH3:19])=[CH2:18])=[C:8]2[N:13]([CH:14]=1)[CH:12]=[C:11]([CH2:15][OH:16])[CH:10]=[CH:9]2)=[O:5])[CH3:2]. Product: [CH2:1]([O:3][C:4]([C:6]1[C:7]([CH:17]([CH3:18])[CH3:19])=[C:8]2[N:13]([CH:14]=1)[CH:12]=[C:11]([CH2:15][OH:16])[CH:10]=[CH:9]2)=[O:5])[CH3:2]. The catalyst class is: 25. (7) Reactant: [C:1]([C:6]1[C:14]2[C:9](=[CH:10][C:11]([O:15][CH3:16])=[CH:12][CH:13]=2)[N:8]([CH2:17][C:18]([OH:20])=O)[N:7]=1)(=[O:5])[CH:2]([CH3:4])[CH3:3].C1C=C2N=NN(O)C2=CC=1.O.Cl.[CH2:33]([NH:35][CH2:36][CH2:37][C:38]([CH3:41])([CH3:40])[CH3:39])[CH3:34].CCN(C(C)C)C(C)C.CCN=C=NCCCN(C)C.Cl. Product: [CH3:39][C:38]([CH3:41])([CH3:40])[CH2:37][CH2:36][N:35]([CH2:33][CH3:34])[C:18](=[O:20])[CH2:17][N:8]1[C:9]2[C:14](=[CH:13][CH:12]=[C:11]([O:15][CH3:16])[CH:10]=2)[C:6]([C:1](=[O:5])[CH:2]([CH3:3])[CH3:4])=[N:7]1. The catalyst class is: 3.